Dataset: Forward reaction prediction with 1.9M reactions from USPTO patents (1976-2016). Task: Predict the product of the given reaction. (1) Given the reactants [F:1][C:2]1[C:3]2[N:4]([CH:20]=[N:21][CH:22]=2)[C:5]([NH:11][C:12]2[CH:17]=[CH:16][C:15]([I:18])=[CH:14][C:13]=2[F:19])=[C:6]([C:8](O)=[O:9])[CH:7]=1.CN(C(ON1N=NC2C=CC=NC1=2)=[N+](C)C)C.F[P-](F)(F)(F)(F)F.CCN(C(C)C)C(C)C.Cl.[OH:57][C@@H:58]([CH3:62])[CH2:59][O:60][NH-:61], predict the reaction product. The product is: [OH:57][C@@H:58]([CH3:62])[CH2:59][O:60][NH:61][C:8]([C:6]1[CH:7]=[C:2]([F:1])[C:3]2[N:4]([CH:20]=[N:21][CH:22]=2)[C:5]=1[NH:11][C:12]1[CH:17]=[CH:16][C:15]([I:18])=[CH:14][C:13]=1[F:19])=[O:9]. (2) Given the reactants [F:1][CH:2]([F:18])[C@@:3]1([C:10]2[CH:15]=[CH:14][CH:13]=[C:12]([F:16])[C:11]=2[F:17])[CH2:8][O:7][CH2:6][C:5]([NH2:9])=[N:4]1.[N+:19]([O-])([O-:21])=[O:20].[K+].C([O-])([O-])=O.[Na+].[Na+], predict the reaction product. The product is: [F:18][CH:2]([F:1])[C@@:3]1([C:10]2[CH:15]=[C:14]([N+:19]([O-:21])=[O:20])[CH:13]=[C:12]([F:16])[C:11]=2[F:17])[CH2:8][O:7][CH2:6][C:5]([NH2:9])=[N:4]1. (3) Given the reactants Cl.[CH3:2][C:3]1[N:4]=[CH:5][C:6]([C:10](OC)=[O:11])=[N:7][C:8]=1[CH3:9].[BH4-].[Na+], predict the reaction product. The product is: [CH3:2][C:3]1[N:4]=[CH:5][C:6]([CH2:10][OH:11])=[N:7][C:8]=1[CH3:9]. (4) Given the reactants F[C:2]1[CH:3]=[C:4]([C:12]2[S:16][C:15]([NH:17][C:18](=[O:20])[CH3:19])=[N:14][C:13]=2[CH3:21])[CH:5]=[CH:6][C:7]=1[S:8]([CH3:11])(=[O:10])=[O:9].[NH:22]1[CH:26]=[CH:25][N:24]=[CH:23]1.C(=O)([O-])[O-].[Cs+].[Cs+], predict the reaction product. The product is: [N:22]1([C:2]2[CH:3]=[C:4]([C:12]3[S:16][C:15]([NH:17][C:18](=[O:20])[CH3:19])=[N:14][C:13]=3[CH3:21])[CH:5]=[CH:6][C:7]=2[S:8]([CH3:11])(=[O:10])=[O:9])[CH:26]=[CH:25][N:24]=[CH:23]1. (5) Given the reactants [N:1]([CH2:4][CH2:5][CH2:6][CH2:7][CH:8]1[CH2:12][CH2:11][N:10]([C:13]([O:15][C:16]([CH3:19])([CH3:18])[CH3:17])=[O:14])[CH2:9]1)=[N+]=[N-], predict the reaction product. The product is: [NH2:1][CH2:4][CH2:5][CH2:6][CH2:7][CH:8]1[CH2:12][CH2:11][N:10]([C:13]([O:15][C:16]([CH3:19])([CH3:18])[CH3:17])=[O:14])[CH2:9]1. (6) Given the reactants C(Cl)(=O)C(Cl)=O.CS(C)=O.[CH2:11]([O:18][CH2:19][CH:20]([OH:23])[CH2:21][CH3:22])[C:12]1[CH:17]=[CH:16][CH:15]=[CH:14][CH:13]=1.C(N(CC)CC)C, predict the reaction product. The product is: [CH2:11]([O:18][CH2:19][C:20](=[O:23])[CH2:21][CH3:22])[C:12]1[CH:17]=[CH:16][CH:15]=[CH:14][CH:13]=1.